The task is: Predict the product of the given reaction.. This data is from Forward reaction prediction with 1.9M reactions from USPTO patents (1976-2016). (1) Given the reactants Br[C:2]1[CH:3]=[C:4]([CH:6]=[CH:7][CH:8]=1)[NH2:5].C(=O)([O-])[O-].[Na+].[Na+].[N:15]1[CH:20]=[CH:19][C:18](B(O)O)=[CH:17][CH:16]=1, predict the reaction product. The product is: [N:15]1[CH:20]=[CH:19][C:18]([C:2]2[CH:3]=[C:4]([CH:6]=[CH:7][CH:8]=2)[NH2:5])=[CH:17][CH:16]=1. (2) Given the reactants Br[C:2]1[CH:11]=[C:10]2[C:5]([CH2:6][C:7]([CH3:14])([CH3:13])[CH2:8][C:9]2=[O:12])=[CH:4][CH:3]=1.O1CCOCC1.[N:21]1[CH:26]=[C:25](B(O)O)[CH:24]=[N:23][CH:22]=1.C(=O)([O-])[O-].[Na+].[Na+], predict the reaction product. The product is: [CH3:13][C:7]1([CH3:14])[CH2:6][C:5]2[C:10](=[CH:11][C:2]([C:25]3[CH:26]=[N:21][CH:22]=[N:23][CH:24]=3)=[CH:3][CH:4]=2)[C:9](=[O:12])[CH2:8]1. (3) Given the reactants BrCC[C:4]1[C:16]2[C:15]([O:19][CH3:20])([O:17][CH3:18])[C:14]3[C:9](=[CH:10][CH:11]=[CH:12][CH:13]=3)[C:8]=2[CH:7]=[CH:6][CH:5]=1.[C:21]1([NH:27][C:28]2[CH:33]=[CH:32][CH:31]=[CH:30][CH:29]=2)[CH:26]=[CH:25][CH:24]=[CH:23][CH:22]=1.[CH:34]1C=CC(P(C2C(C3C(P(C4C=CC=CC=4)C4C=CC=CC=4)=CC=C4C=3C=CC=C4)=C3C(C=CC=C3)=CC=2)C2C=CC=CC=2)=C[CH:39]=1.CC(C)([O-])C.[Na+], predict the reaction product. The product is: [CH3:20][O:19][C:15]1([O:17][CH3:18])[C:14]2[C:9]([CH2:34][CH3:39])=[C:10]([N:27]([C:21]3[CH:22]=[CH:23][CH:24]=[CH:25][CH:26]=3)[C:28]3[CH:29]=[CH:30][CH:31]=[CH:32][CH:33]=3)[CH:11]=[CH:12][C:13]=2[C:4]2[C:16]1=[CH:8][CH:7]=[CH:6][CH:5]=2. (4) Given the reactants N[C:2]1[C:11]([O:12][CH3:13])=[CH:10][C:9]([Br:14])=[CH:8][C:3]=1[C:4]([O:6][CH3:7])=[O:5].[ClH:15].N([O-])=O.[Na+], predict the reaction product. The product is: [Br:14][C:9]1[CH:10]=[C:11]([O:12][CH3:13])[C:2]([Cl:15])=[C:3]([CH:8]=1)[C:4]([O:6][CH3:7])=[O:5]. (5) Given the reactants [CH3:1][NH:2][C@@H:3]([CH2:8][CH:9]=[CH2:10])[C:4]([O:6][CH3:7])=[O:5].[CH2:11]([O:13][C:14]1[CH:18]=[CH:17][S:16][C:15]=1[C:19]([OH:21])=O)[CH3:12], predict the reaction product. The product is: [CH2:11]([O:13][C:14]1[CH:18]=[CH:17][S:16][C:15]=1[C:19]([N:2]([C@@H:3]([CH2:8][CH:9]=[CH2:10])[C:4]([O:6][CH3:7])=[O:5])[CH3:1])=[O:21])[CH3:12]. (6) Given the reactants C(N(C)C1C=C(C(N2CCCC(C3C=CC(C)=CC=3)C2)=O)C=CN=1)C.F[C:27]1[CH:32]=[C:31]([C:33]([N:35]2[CH2:40][CH2:39][CH2:38][CH:37]([C:41]3[CH:46]=[CH:45][C:44]([CH3:47])=[CH:43][CH:42]=3)[CH2:36]2)=[O:34])[CH:30]=[CH:29][N:28]=1.[F:48][C:49]1([F:53])[CH2:52][NH:51][CH2:50]1, predict the reaction product. The product is: [F:48][C:49]1([F:53])[CH2:52][N:51]([C:27]2[CH:32]=[C:31]([C:33]([N:35]3[CH2:40][CH2:39][CH2:38][CH:37]([C:41]4[CH:42]=[CH:43][C:44]([CH3:47])=[CH:45][CH:46]=4)[CH2:36]3)=[O:34])[CH:30]=[CH:29][N:28]=2)[CH2:50]1. (7) Given the reactants Br[CH:2]=[C:3]1[C:9]2[CH:10]=[CH:11][CH:12]=[C:13]([Cl:14])[C:8]=2[CH2:7][CH2:6][C:5]2[CH:15]=[CH:16][CH:17]=[CH:18][C:4]1=2.[CH3:19][S:20]([NH:23][C:24]1[CH:25]=[C:26](B(O)O)[CH:27]=[CH:28][CH:29]=1)(=[O:22])=[O:21], predict the reaction product. The product is: [Cl:14][C:13]1[C:8]2[CH2:7][CH2:6][C:5]3[CH:15]=[CH:16][CH:17]=[CH:18][C:4]=3[C:3](=[CH:2][C:26]3[CH:25]=[C:24]([NH:23][S:20]([CH3:19])(=[O:22])=[O:21])[CH:29]=[CH:28][CH:27]=3)[C:9]=2[CH:10]=[CH:11][CH:12]=1. (8) The product is: [OH:2][C:3]1[CH:4]=[C:5]2[C:10](=[CH:11][CH:12]=1)[C:9]([O:13][C:14]1[CH:15]=[CH:16][C:17](/[CH:20]=[CH:21]/[C:22]([OH:24])=[O:23])=[CH:18][CH:19]=1)=[C:8]([C:25]1[CH:26]=[CH:27][CH:28]=[CH:29][CH:30]=1)[C:7]([CH2:31][CH2:32][CH3:33])=[CH:6]2. Given the reactants C[O:2][C:3]1[CH:4]=[C:5]2[C:10](=[CH:11][CH:12]=1)[C:9]([O:13][C:14]1[CH:19]=[CH:18][C:17](/[CH:20]=[CH:21]/[C:22]([OH:24])=[O:23])=[CH:16][CH:15]=1)=[C:8]([C:25]1[CH:30]=[CH:29][CH:28]=[CH:27][CH:26]=1)[C:7]([CH2:31][CH2:32][CH3:33])=[CH:6]2.B(Br)(Br)Br, predict the reaction product. (9) Given the reactants N1C=CC=C(C[C:8]([O:10][CH2:11][CH3:12])=[O:9])C=1.[CH3:13][N:14](P(N(C)C)(N(C)C)=O)[CH3:15].C[Si]([N-][Si](C)(C)C)(C)C.[K+].[F:34][CH:35]([F:56])[O:36][C:37]1[CH:38]=[C:39]([CH:47]([C:49]2[CH:50]=[CH:51][C:52]([Br:55])=[N:53][CH:54]=2)Cl)[CH:40]=[CH:41][C:42]=1[O:43][CH:44]([F:46])[F:45], predict the reaction product. The product is: [C:8]([C:47]([C:39]1[CH:40]=[CH:41][C:42]([O:43][CH:44]([F:46])[F:45])=[C:37]([O:36][CH:35]([F:56])[F:34])[CH:38]=1)([C:49]1[CH:50]=[CH:51][C:52]([Br:55])=[N:53][CH:54]=1)[CH2:41][C:42]1[CH:13]=[N:14][CH:15]=[CH:38][CH:37]=1)([O:10][CH2:11][CH3:12])=[O:9]. (10) The product is: [F:1][C:2]1[CH:3]=[CH:4][C:5]([C:8]2[CH:13]=[CH:12][N:11]3[C:14]([C:17]4[CH:18]=[C:19]([NH:23][C:25]5[CH:30]=[CH:29][N:28]=[CH:27][CH:26]=5)[CH:20]=[CH:21][CH:22]=4)=[CH:15][N:16]=[C:10]3[CH:9]=2)=[CH:6][CH:7]=1. Given the reactants [F:1][C:2]1[CH:7]=[CH:6][C:5]([C:8]2[CH:13]=[CH:12][N:11]3[C:14]([C:17]4[CH:18]=[C:19]([NH2:23])[CH:20]=[CH:21][CH:22]=4)=[CH:15][N:16]=[C:10]3[CH:9]=2)=[CH:4][CH:3]=1.Br[C:25]1[CH:30]=[CH:29][N:28]=[CH:27][CH:26]=1.Cl.CC([O-])(C)C.[Na+].N#N, predict the reaction product.